Predict the product of the given reaction. From a dataset of Forward reaction prediction with 1.9M reactions from USPTO patents (1976-2016). (1) Given the reactants [CH3:1][CH:2]([NH2:4])[CH3:3].[Cl:5][C:6]1[CH:11]=[CH:10][CH:9]=[CH:8][C:7]=1[CH2:12][N:13]1[C:18](=[O:19])[C:17]([C:20]([NH:22][CH2:23][C:24]([O:26]CC)=[O:25])=[O:21])=[C:16]([OH:29])[C:15]([C:30](OC)=[O:31])=[C:14]1[OH:34], predict the reaction product. The product is: [Cl:5][C:6]1[CH:11]=[CH:10][CH:9]=[CH:8][C:7]=1[CH2:12][N:13]1[C:14]([OH:34])=[C:15]([C:30]([NH:4][CH:2]([CH3:3])[CH3:1])=[O:31])[C:16]([OH:29])=[C:17]([C:20]([NH:22][CH2:23][C:24]([OH:26])=[O:25])=[O:21])[C:18]1=[O:19]. (2) The product is: [C:1]([C:5]1[CH:6]=[CH:7][C:8]([OH:13])=[C:9]([CH:12]=1)[C:10]([OH:20])=[O:11])([CH3:4])([CH3:2])[CH3:3]. Given the reactants [C:1]([C:5]1[CH:6]=[CH:7][C:8]([OH:13])=[C:9]([CH:12]=1)[CH:10]=[O:11])([CH3:4])([CH3:3])[CH3:2].CC(=CC)C.P([O-])(O)(O)=[O:20].[Na+].Cl([O-])=O.[Na+], predict the reaction product.